Dataset: Forward reaction prediction with 1.9M reactions from USPTO patents (1976-2016). Task: Predict the product of the given reaction. (1) Given the reactants [F:1][C:2]1[CH:3]=C([CH:7]=[C:8]([N:10]([CH3:17])[C:11]2[CH:12]=[N:13][CH:14]=[N:15][CH:16]=2)[CH:9]=1)C#N.[OH-:18].[Na+].Cl.[CH2:21]([OH:23])[CH3:22], predict the reaction product. The product is: [F:1][C:2]1[CH:3]=[C:22]([CH:7]=[C:8]([N:10]([CH3:17])[C:11]2[CH:12]=[N:13][CH:14]=[N:15][CH:16]=2)[CH:9]=1)[C:21]([OH:18])=[O:23]. (2) Given the reactants CS(O[CH2:6][C:7]1[CH:8]=[N:9][C:10]([NH:13][C:14]2[C:15](=[O:22])[N:16]([CH3:21])[N:17]=[C:18]([Cl:20])[CH:19]=2)=[CH:11][CH:12]=1)(=O)=O.[CH3:23][NH:24][CH:25]([CH3:27])[CH3:26], predict the reaction product. The product is: [Cl:20][C:18]1[CH:19]=[C:14]([NH:13][C:10]2[CH:11]=[CH:12][C:7]([CH2:6][N:24]([CH:25]([CH3:27])[CH3:26])[CH3:23])=[CH:8][N:9]=2)[C:15](=[O:22])[N:16]([CH3:21])[N:17]=1. (3) Given the reactants C1COCC1.[CH:6]1([NH:12][C:13]2[CH:22]=[C:21]3[C:16]([C:17](=[O:35])[C:18]([CH2:28][CH2:29][C:30](OCC)=[O:31])=[CH:19][N:20]3[CH:23]3[CH2:27][CH2:26][CH2:25][CH2:24]3)=[CH:15][C:14]=2[F:36])[CH2:11][CH2:10][CH2:9][CH2:8][CH2:7]1.[H-].[Al+3].[Li+].[H-].[H-].[H-], predict the reaction product. The product is: [CH:6]1([NH:12][C:13]2[CH:22]=[C:21]3[C:16]([C:17](=[O:35])[C:18]([CH2:28][CH2:29][CH2:30][OH:31])=[CH:19][N:20]3[CH:23]3[CH2:27][CH2:26][CH2:25][CH2:24]3)=[CH:15][C:14]=2[F:36])[CH2:7][CH2:8][CH2:9][CH2:10][CH2:11]1. (4) Given the reactants [F:1][CH:2]([F:35])[C:3]1[S:7][C:6]([C:8]([NH:10][C:11]2[N:15]([CH2:16][C@H:17]3[CH2:21][CH2:20][CH2:19][N:18]3[C:22]([O:24][C:25]([CH3:28])([CH3:27])[CH3:26])=[O:23])[C:14]3[CH:29]=[CH:30][C:31]([CH2:33][OH:34])=[CH:32][C:13]=3[N:12]=2)=[O:9])=[CH:5][CH:4]=1.CC(OI1(OC(C)=O)(OC(C)=O)OC(=O)C2C=CC=CC1=2)=O.O, predict the reaction product. The product is: [F:35][CH:2]([F:1])[C:3]1[S:7][C:6]([C:8]([NH:10][C:11]2[N:15]([CH2:16][C@H:17]3[CH2:21][CH2:20][CH2:19][N:18]3[C:22]([O:24][C:25]([CH3:27])([CH3:28])[CH3:26])=[O:23])[C:14]3[CH:29]=[CH:30][C:31]([CH:33]=[O:34])=[CH:32][C:13]=3[N:12]=2)=[O:9])=[CH:5][CH:4]=1. (5) Given the reactants [C:1]([CH2:9][C:10]([O:12]CC)=O)(=O)[C:2]1[CH:7]=[CH:6][CH:5]=[CH:4][CH:3]=1.[CH3:15][NH:16][NH2:17], predict the reaction product. The product is: [CH3:15][N:16]1[C:10](=[O:12])[CH2:9][C:1]([C:2]2[CH:7]=[CH:6][CH:5]=[CH:4][CH:3]=2)=[N:17]1. (6) Given the reactants CN(C=O)C.C[O:7][C:8](=O)[N:9]=[C:10](SC)[C:11]([C:25]1[CH:26]=[N:27][C:28]([O:34][CH3:35])=[C:29]([O:31][CH2:32][CH3:33])[CH:30]=1)=[N:12][C:13]1[CH:18]=[CH:17][C:16]([C:19]2[N:23]=[C:22]([CH3:24])[O:21][N:20]=2)=[CH:15][CH:14]=1.[CH2:39]([O:41][C:42]([C:44]1[S:48][CH:47]=[N:46][C:45]=1[NH:49][NH2:50])=[O:43])[CH3:40], predict the reaction product. The product is: [CH2:39]([O:41][C:42]([C:44]1[S:48][CH:47]=[N:46][C:45]=1[N:49]1[C:8](=[O:7])[NH:9][C:10]([CH:11]([C:25]2[CH:26]=[N:27][C:28]([O:34][CH3:35])=[C:29]([O:31][CH2:32][CH3:33])[CH:30]=2)[NH:12][C:13]2[CH:14]=[CH:15][C:16]([C:19]3[N:23]=[C:22]([CH3:24])[O:21][N:20]=3)=[CH:17][CH:18]=2)=[N:50]1)=[O:43])[CH3:40]. (7) Given the reactants [NH2:1][C:2]1[S:3][CH:4]=[CH:5][N:6]=1.[C:7]12([C:17](Cl)=[O:18])[CH2:16][CH:11]3[CH2:12][CH:13]([CH2:15][CH:9]([CH2:10]3)[CH2:8]1)[CH2:14]2.C(N(CC)CC)C, predict the reaction product. The product is: [S:3]1[CH:4]=[CH:5][N:6]=[C:2]1[NH:1][C:17]([C:7]12[CH2:16][CH:11]3[CH2:10][CH:9]([CH2:15][CH:13]([CH2:12]3)[CH2:14]1)[CH2:8]2)=[O:18]. (8) The product is: [CH2:23]([C:25]1[CH:26]=[N:27][N:28]([CH2:31][C:32]([OH:34])=[O:33])[C:29]=1[O:12][CH2:11][CH2:10][CH2:9][C:8]1[C:4]([CH2:1][CH2:2][CH3:3])=[N:5][N:6]([C:13]2[CH:18]=[CH:17][C:16]([C:19]([F:21])([F:20])[F:22])=[CH:15][N:14]=2)[CH:7]=1)[CH3:24]. Given the reactants [CH2:1]([C:4]1[C:8]([CH2:9][CH2:10][CH2:11][OH:12])=[CH:7][N:6]([C:13]2[CH:18]=[CH:17][C:16]([C:19]([F:22])([F:21])[F:20])=[CH:15][N:14]=2)[N:5]=1)[CH2:2][CH3:3].[CH2:23]([C:25]1[CH:26]=[N:27][N:28]([CH2:31][C:32]([O:34]CC)=[O:33])[C:29]=1O)[CH3:24].C(P(CCCC)CCCC)CCC.N(C(N1CCCCC1)=O)=NC(N1CCCCC1)=O, predict the reaction product. (9) Given the reactants C[O:2][C:3](=[O:24])[C:4]1[CH:9]=[C:8]([C:10]2[S:11][CH:12]=[C:13]([C:15]3[CH:20]=[CH:19][C:18]([Cl:21])=[C:17]([Cl:22])[CH:16]=3)[N:14]=2)[CH:7]=[CH:6][C:5]=1Br.[N:25]1[CH:30]=[CH:29][C:28](B(O)O)=[CH:27][CH:26]=1, predict the reaction product. The product is: [Cl:22][C:17]1[CH:16]=[C:15]([C:13]2[N:14]=[C:10]([C:8]3[CH:7]=[CH:6][C:5]([C:28]4[CH:29]=[CH:30][N:25]=[CH:26][CH:27]=4)=[C:4]([CH:9]=3)[C:3]([OH:2])=[O:24])[S:11][CH:12]=2)[CH:20]=[CH:19][C:18]=1[Cl:21].